From a dataset of Full USPTO retrosynthesis dataset with 1.9M reactions from patents (1976-2016). Predict the reactants needed to synthesize the given product. Given the product [N:30]1([CH2:29][CH2:28][O:24][C:21]2[CH:22]=[CH:23][C:18]([N:15]3[CH2:14][CH2:13][N:12]([C:9]4[CH:10]=[CH:11][C:6]5[N:7]([C:3]([C:2]([F:1])([F:25])[F:26])=[N:4][N:5]=5)[N:8]=4)[CH2:17][CH2:16]3)=[CH:19][CH:20]=2)[CH:34]=[CH:33][N:32]=[CH:31]1, predict the reactants needed to synthesize it. The reactants are: [F:1][C:2]([F:26])([F:25])[C:3]1[N:7]2[N:8]=[C:9]([N:12]3[CH2:17][CH2:16][N:15]([C:18]4[CH:23]=[CH:22][C:21]([OH:24])=[CH:20][CH:19]=4)[CH2:14][CH2:13]3)[CH:10]=[CH:11][C:6]2=[N:5][N:4]=1.O[CH2:28][CH2:29][N:30]1[CH:34]=[CH:33][N:32]=[CH:31]1.